This data is from NCI-60 drug combinations with 297,098 pairs across 59 cell lines. The task is: Regression. Given two drug SMILES strings and cell line genomic features, predict the synergy score measuring deviation from expected non-interaction effect. Drug 1: CS(=O)(=O)OCCCCOS(=O)(=O)C. Drug 2: C1C(C(OC1N2C=NC(=NC2=O)N)CO)O. Cell line: UACC62. Synergy scores: CSS=7.43, Synergy_ZIP=-4.71, Synergy_Bliss=-0.563, Synergy_Loewe=1.44, Synergy_HSA=1.46.